From a dataset of Full USPTO retrosynthesis dataset with 1.9M reactions from patents (1976-2016). Predict the reactants needed to synthesize the given product. Given the product [S:1]1[C:5]2[CH:6]=[CH:7][CH:8]=[C:9]([CH2:10][NH:17][CH2:16][CH:15]([O:18][CH2:19][CH3:20])[O:14][CH2:12][CH3:13])[C:4]=2[N:3]=[CH:2]1, predict the reactants needed to synthesize it. The reactants are: [S:1]1[C:5]2=[CH:6][CH:7]=[CH:8][C:9]([CH:10]=O)=[C:4]2[N:3]=[CH:2]1.[CH2:12]([O:14][CH:15]([O:18][CH2:19][CH3:20])[CH2:16][NH2:17])[CH3:13].C(O)(=O)C.C([BH3-])#N.[Na+].